From a dataset of NCI-60 drug combinations with 297,098 pairs across 59 cell lines. Regression. Given two drug SMILES strings and cell line genomic features, predict the synergy score measuring deviation from expected non-interaction effect. (1) Drug 1: CS(=O)(=O)CCNCC1=CC=C(O1)C2=CC3=C(C=C2)N=CN=C3NC4=CC(=C(C=C4)OCC5=CC(=CC=C5)F)Cl. Drug 2: CCN(CC)CCNC(=O)C1=C(NC(=C1C)C=C2C3=C(C=CC(=C3)F)NC2=O)C. Cell line: DU-145. Synergy scores: CSS=3.41, Synergy_ZIP=-3.04, Synergy_Bliss=-2.33, Synergy_Loewe=-8.73, Synergy_HSA=-4.18. (2) Drug 1: CN(CC1=CN=C2C(=N1)C(=NC(=N2)N)N)C3=CC=C(C=C3)C(=O)NC(CCC(=O)O)C(=O)O. Drug 2: C(CCl)NC(=O)N(CCCl)N=O. Cell line: K-562. Synergy scores: CSS=40.4, Synergy_ZIP=-3.03, Synergy_Bliss=-9.27, Synergy_Loewe=-23.8, Synergy_HSA=-7.40. (3) Drug 1: CC(C)(C1=NC(=CC=C1)N2C3=NC(=NC=C3C(=O)N2CC=C)NC4=CC=C(C=C4)N5CCN(CC5)C)O. Drug 2: CS(=O)(=O)CCNCC1=CC=C(O1)C2=CC3=C(C=C2)N=CN=C3NC4=CC(=C(C=C4)OCC5=CC(=CC=C5)F)Cl. Cell line: HCT116. Synergy scores: CSS=32.8, Synergy_ZIP=-0.854, Synergy_Bliss=0.173, Synergy_Loewe=-6.42, Synergy_HSA=3.50. (4) Drug 1: C1CC(C1)(C(=O)O)C(=O)O.[NH2-].[NH2-].[Pt+2]. Drug 2: CC1=C(C=C(C=C1)NC(=O)C2=CC=C(C=C2)CN3CCN(CC3)C)NC4=NC=CC(=N4)C5=CN=CC=C5. Cell line: UACC62. Synergy scores: CSS=7.42, Synergy_ZIP=-2.73, Synergy_Bliss=-3.00, Synergy_Loewe=-6.73, Synergy_HSA=-2.69. (5) Drug 1: CN(C)N=NC1=C(NC=N1)C(=O)N. Drug 2: CN(CCCl)CCCl.Cl. Cell line: KM12. Synergy scores: CSS=13.2, Synergy_ZIP=-3.99, Synergy_Bliss=-4.17, Synergy_Loewe=0.669, Synergy_HSA=0.989.